Dataset: Full USPTO retrosynthesis dataset with 1.9M reactions from patents (1976-2016). Task: Predict the reactants needed to synthesize the given product. (1) Given the product [F:12][C:13]([F:18])([F:17])[C:2]1[CH:7]=[C:6]([N+:8]([O-:10])=[O:9])[CH:5]=[CH:4][C:3]=1[CH3:11], predict the reactants needed to synthesize it. The reactants are: Br[C:2]1[CH:7]=[C:6]([N+:8]([O-:10])=[O:9])[CH:5]=[CH:4][C:3]=1[CH3:11].[F:12][C:13]([F:18])([F:17])C([O-])=O.[Na+].O. (2) Given the product [Cl:21][C:17]1[C:16]([F:22])=[C:15]([NH2:14])[CH:20]=[CH:19][N:18]=1, predict the reactants needed to synthesize it. The reactants are: C(O)(C(F)(F)F)=O.C(OC(=O)[NH:14][C:15]1[CH:20]=[CH:19][N:18]=[C:17]([Cl:21])[C:16]=1[F:22])(C)(C)C. (3) Given the product [N:1]1([S:11]([C:14]2[S:18][C:17]([N:19]3[C:25](=[O:26])[C:24]4[C:23](=[CH:32][CH:31]=[CH:30][CH:29]=4)[NH:20][C:21]3=[O:22])=[CH:16][CH:15]=2)(=[O:13])=[O:12])[C:10]2[C:5](=[CH:6][CH:7]=[CH:8][CH:9]=2)[CH2:4][CH2:3][CH2:2]1, predict the reactants needed to synthesize it. The reactants are: [N:1]1([S:11]([C:14]2[S:18][C:17]([NH2:19])=[CH:16][CH:15]=2)(=[O:13])=[O:12])[C:10]2[C:5](=[CH:6][CH:7]=[CH:8][CH:9]=2)[CH2:4][CH2:3][CH2:2]1.[N:20]([C:23]1[CH:32]=[CH:31][CH:30]=[CH:29][C:24]=1[C:25](OC)=[O:26])=[C:21]=[O:22].C[O-].[Na+].Cl. (4) Given the product [Cl:1][C:2]1[CH:3]=[C:4]([N:12]([CH2:23][CH3:24])[CH:13]2[CH2:14][CH2:15][N:16]([CH2:19][CH2:20][O:21][CH3:22])[CH2:17][CH2:18]2)[C:5]([CH3:11])=[C:6]([CH:10]=1)[C:7]([NH:64][CH2:63][C:62]1[C:58]([O:57][CH3:56])=[N:59][N:60]([CH3:66])[C:61]=1[CH3:65])=[O:8], predict the reactants needed to synthesize it. The reactants are: [Cl:1][C:2]1[CH:3]=[C:4]([N:12]([CH2:23][CH3:24])[CH:13]2[CH2:18][CH2:17][N:16]([CH2:19][CH2:20][O:21][CH3:22])[CH2:15][CH2:14]2)[C:5]([CH3:11])=[C:6]([CH:10]=1)[C:7](O)=[O:8].CN(C(ON1N=NC2C=CC=CC1=2)=[N+](C)C)C.[B-](F)(F)(F)F.CCN(C(C)C)C(C)C.[CH3:56][O:57][C:58]1[C:62]([CH2:63][NH2:64])=[C:61]([CH3:65])[N:60]([CH3:66])[N:59]=1. (5) Given the product [F:24][C:4]([F:3])([F:23])[C:5]([C:11]1[CH:12]=[CH:13][C:14]([N:17]2[CH2:22][CH2:21][N:20]([S:41]([C:36]3[CH:37]=[CH:38][CH:39]=[CH:40][C:35]=3[N+:32]([O-:34])=[O:33])(=[O:42])=[O:43])[CH2:19][CH2:18]2)=[CH:15][CH:16]=1)([OH:10])[C:6]([F:9])([F:8])[F:7], predict the reactants needed to synthesize it. The reactants are: Cl.Cl.[F:3][C:4]([F:24])([F:23])[C:5]([C:11]1[CH:16]=[CH:15][C:14]([N:17]2[CH2:22][CH2:21][NH:20][CH2:19][CH2:18]2)=[CH:13][CH:12]=1)([OH:10])[C:6]([F:9])([F:8])[F:7].C(N(CC)CC)C.[N+:32]([C:35]1[CH:40]=[CH:39][CH:38]=[CH:37][C:36]=1[S:41](Cl)(=[O:43])=[O:42])([O-:34])=[O:33]. (6) Given the product [CH2:23]([O:17][C:13]([C:2]1[C:7]([Cl:8])=[CH:6][C:5]([C:9]([F:12])([F:11])[F:10])=[CH:4][N:3]=1)=[O:15])[CH3:24], predict the reactants needed to synthesize it. The reactants are: Cl[C:2]1[C:7]([Cl:8])=[CH:6][C:5]([C:9]([F:12])([F:11])[F:10])=[CH:4][N:3]=1.[CH2:13]([OH:15])C.[C]=[O:17].C(N([CH2:23][CH3:24])CC)C. (7) Given the product [C:18]([CH2:17][CH2:16][CH2:15][CH2:14][CH2:13][O:1][C:2]1[CH:3]=[CH:4][C:5]([CH2:8][CH2:9][CH2:10][O:11][CH2:13][CH2:14][CH2:15][CH2:16][CH2:17][C:18]#[N:19])=[CH:6][CH:7]=1)#[N:19], predict the reactants needed to synthesize it. The reactants are: [OH:1][C:2]1[CH:7]=[CH:6][C:5]([CH2:8][CH2:9][CH2:10][OH:11])=[CH:4][CH:3]=1.Br[CH2:13][CH2:14][CH2:15][CH2:16][CH2:17][C:18]#[N:19].